Dataset: Reaction yield outcomes from USPTO patents with 853,638 reactions. Task: Predict the reaction yield, written as a fraction of the theoretical maximum amount of product (1.0 means a 100% yield; for example, 0.34 means a 34% yield). (1) The reactants are FC(F)(F)S(O[C:7]1[CH:16]=[C:15]2[C:10]([CH:11]([C:18]3[CH:23]=[CH:22][C:21]([Cl:24])=[CH:20][CH:19]=3)[CH2:12][N:13]([CH3:17])[CH2:14]2)=[CH:9][C:8]=1[F:25])(=O)=O.BrCC(C1C=CC(Cl)=CC=1)=O.[C:39]([C:42]1[CH:47]=[CH:46][C:45](B(O)O)=[CH:44][CH:43]=1)(=[O:41])[NH2:40].C(=O)([O-])[O-].[Cs+].[Cs+]. The catalyst is O.CN(C)C=O. The product is [Cl:24][C:21]1[CH:22]=[CH:23][C:18]([CH:11]2[C:10]3[C:15](=[CH:16][C:7]([C:45]4[CH:46]=[CH:47][C:42]([C:39]([NH2:40])=[O:41])=[CH:43][CH:44]=4)=[C:8]([F:25])[CH:9]=3)[CH2:14][N:13]([CH3:17])[CH2:12]2)=[CH:19][CH:20]=1. The yield is 0.320. (2) The reactants are [CH3:1][C:2]1([CH3:12])[O:6][C:5](=[CH:7][C:8](Cl)=[O:9])[C:4](=[O:11])[O:3]1.[C:13]([NH:16][C:17]1[CH:26]=[CH:25][C:20]([CH2:21][NH:22][O:23][CH3:24])=[CH:19][CH:18]=1)(=[O:15])[CH3:14]. No catalyst specified. The product is [C:13]([NH:16][C:17]1[CH:26]=[CH:25][C:20]([CH2:21][N:22]([O:23][CH3:24])[C:8](=[O:9])[CH:7]=[C:5]2[C:4](=[O:11])[O:3][C:2]([CH3:12])([CH3:1])[O:6]2)=[CH:19][CH:18]=1)(=[O:15])[CH3:14]. The yield is 0.920. (3) The reactants are F.F.F.C(N(CC)CC)C.C(N(CC)CC)C.[Si]([O:35][CH2:36][C@H:37]1[O:41][C@@H:40]([N:42]2[CH:49]=[C:48]([CH3:50])[C:46](=[O:47])[NH:45][C:43]2=[O:44])[C@H:39]([O:51][CH2:52][CH2:53][O:54][N:55]([CH3:57])[CH3:56])[C@@H:38]1[OH:58])(C(C)(C)C)(C1C=CC=CC=1)C1C=CC=CC=1.CO. The catalyst is C1COCC1.C(Cl)Cl. The product is [CH3:56][N:55]([CH3:57])[O:54][CH2:53][CH2:52][O:51][C@@H:39]1[C@H:38]([OH:58])[C@@H:37]([CH2:36][OH:35])[O:41][C@H:40]1[N:42]1[CH:49]=[C:48]([CH3:50])[C:46](=[O:47])[NH:45][C:43]1=[O:44]. The yield is 0.925. (4) The reactants are [CH:1]([C:4]1[CH:9]=[CH:8][C:7]([C:10]2[C:14]3[C:15]([CH3:20])=[CH:16][C:17]([CH3:19])=[CH:18][C:13]=3[S:12][CH:11]=2)=[CH:6][CH:5]=1)([CH3:3])[CH3:2]. The catalyst is CO. The product is [CH:1]([C:4]1[CH:9]=[CH:8][C:7]([CH:10]2[C:14]3[C:15]([CH3:20])=[CH:16][C:17]([CH3:19])=[CH:18][C:13]=3[S:12][CH2:11]2)=[CH:6][CH:5]=1)([CH3:3])[CH3:2]. The yield is 0.850. (5) The reactants are [F:1][C:2]([F:23])([F:22])[C:3]1([C:18]([F:21])([F:20])[F:19])[C:7](=[O:8])[N:6]([C@@H:9]([CH2:13][CH:14]([CH3:16])[CH3:15])[C:10](O)=[O:11])[C:5](=[O:17])[NH:4]1.[CH3:24][C:25]1[CH:30]=[CH:29][CH:28]=[CH:27][C:26]=1[NH:31][C:32](=[O:44])[NH:33][C:34]1[CH:41]=[CH:40][C:37]([CH2:38]Cl)=[CH:36][C:35]=1[O:42][CH3:43].[NH2:45][C@H:46]([CH3:55])[CH2:47][C:48]([O:50]C(C)(C)C)=[O:49]. No catalyst specified. The product is [F:1][C:2]([F:22])([F:23])[C:3]1([C:18]([F:21])([F:20])[F:19])[C:7](=[O:8])[N:6]([C@@H:9]([CH2:13][CH:14]([CH3:15])[CH3:16])[C:10]([NH:45][C@H:46]([CH3:55])[CH2:47][C:48]([OH:50])=[O:49])=[O:11])[C:5](=[O:17])[N:4]1[CH2:38][C:37]1[CH:40]=[CH:41][C:34]([NH:33][C:32]([NH:31][C:26]2[CH:27]=[CH:28][CH:29]=[CH:30][C:25]=2[CH3:24])=[O:44])=[C:35]([O:42][CH3:43])[CH:36]=1. The yield is 0.530.